This data is from Full USPTO retrosynthesis dataset with 1.9M reactions from patents (1976-2016). The task is: Predict the reactants needed to synthesize the given product. (1) Given the product [OH:1][CH:2]([CH2:17][C:18]1[CH:19]=[CH:20][CH:21]=[CH:22][CH:23]=1)/[CH:3]=[CH:4]/[C@@H:5]1[N:9]([CH2:10][CH2:11][CH2:12][CH2:13][S:26]([CH3:35])(=[O:28])=[O:25])[C:8](=[O:16])[CH2:7][CH2:6]1, predict the reactants needed to synthesize it. The reactants are: [OH:1][CH:2]([CH2:17][C:18]1[CH:23]=[CH:22][CH:21]=[CH:20][CH:19]=1)/[CH:3]=[CH:4]/[C@@H:5]1[N:9]([CH2:10][CH2:11][CH2:12][CH2:13]SC)[C:8](=[O:16])[CH2:7][CH2:6]1.O[O:25][S:26]([O-:28])=O.[K+].OS([O-])=O.[Na+].[CH2:35](Cl)Cl.CO.O. (2) Given the product [F:15][C:2]([F:16])=[CH:3][C:4]([F:13])([F:14])[CH2:5][C:6]([F:11])([F:12])[C:7]([F:8])([F:10])[F:9], predict the reactants needed to synthesize it. The reactants are: I[C:2]([F:16])([F:15])[CH2:3][C:4]([F:14])([F:13])[CH2:5][C:6]([F:12])([F:11])[C:7]([F:10])([F:9])[F:8].[Cl-].[Li+]. (3) Given the product [NH2:18][C:17]1[CH:22]=[CH:21][N:20]=[C:6]([N:8]2[CH2:13][CH2:12][C@H:11]([OH:14])[C@H:10]([F:15])[CH2:9]2)[N:16]=1, predict the reactants needed to synthesize it. The reactants are: C(O[C:6]([N:8]1[CH2:13][CH2:12][C@H:11]([OH:14])[C@H:10]([F:15])[CH2:9]1)=O)(C)(C)C.[NH2:16][C:17]1[CH:22]=[CH:21][N:20]=C(Cl)[N:18]=1.C(=O)([O-])[O-].[Cs+].[Cs+].